From a dataset of Peptide-MHC class I binding affinity with 185,985 pairs from IEDB/IMGT. Regression. Given a peptide amino acid sequence and an MHC pseudo amino acid sequence, predict their binding affinity value. This is MHC class I binding data. (1) The peptide sequence is ERYFRINSL. The MHC is HLA-A02:02 with pseudo-sequence HLA-A02:02. The binding affinity (normalized) is 0. (2) The peptide sequence is EQFPNATAF. The MHC is HLA-A31:01 with pseudo-sequence HLA-A31:01. The binding affinity (normalized) is 0.0847. (3) The MHC is HLA-A02:01 with pseudo-sequence HLA-A02:01. The binding affinity (normalized) is 0.834. The peptide sequence is LMQCWQLLA. (4) The peptide sequence is VTLNRIKIA. The binding affinity (normalized) is 0.0593. The MHC is HLA-A68:02 with pseudo-sequence HLA-A68:02.